The task is: Predict the reaction yield, written as a fraction of the theoretical maximum amount of product (1.0 means a 100% yield; for example, 0.34 means a 34% yield).. This data is from Reaction yield outcomes from USPTO patents with 853,638 reactions. The reactants are Cl[C:2]1[CH:7]=[C:6]([F:8])[C:5]([CH3:9])=[CH:4][C:3]=1[N+:10]([O-:12])=[O:11].[C:13]([O:17][C:18]([N:20]1[CH2:25][CH2:24][CH:23]([NH2:26])[CH2:22][CH2:21]1)=[O:19])([CH3:16])([CH3:15])[CH3:14].CCN(C(C)C)C(C)C. The catalyst is C(Cl)Cl. The product is [C:13]([O:17][C:18]([N:20]1[CH2:25][CH2:24][CH:23]([NH:26][C:2]2[CH:7]=[C:6]([F:8])[C:5]([CH3:9])=[CH:4][C:3]=2[N+:10]([O-:12])=[O:11])[CH2:22][CH2:21]1)=[O:19])([CH3:16])([CH3:14])[CH3:15]. The yield is 0.180.